Dataset: Reaction yield outcomes from USPTO patents with 853,638 reactions. Task: Predict the reaction yield, written as a fraction of the theoretical maximum amount of product (1.0 means a 100% yield; for example, 0.34 means a 34% yield). (1) The reactants are [NH2:1][C:2]1[C:10]([Cl:11])=[CH:9][C:5]([C:6]([OH:8])=O)=[C:4]([O:12][CH3:13])[CH:3]=1.C(N1C=CN=C1)(N1C=CN=C1)=O.C(N(CC)CC)C.[N:33]1([CH2:38][CH2:39][CH2:40][N:41]2[CH2:46][CH2:45][CH:44]([CH2:47][NH2:48])[CH2:43][CH2:42]2)[CH:37]=[CH:36][N:35]=[N:34]1. The catalyst is C(#N)C.O. The product is [N:33]1([CH2:38][CH2:39][CH2:40][N:41]2[CH2:42][CH2:43][CH:44]([CH2:47][NH:48][C:6](=[O:8])[C:5]3[CH:9]=[C:10]([Cl:11])[C:2]([NH2:1])=[CH:3][C:4]=3[O:12][CH3:13])[CH2:45][CH2:46]2)[CH:37]=[CH:36][N:35]=[N:34]1. The yield is 1.00. (2) The reactants are Cl.C(O)(C)C.[NH2:6][C:7]([NH2:9])=[O:8].[F:10][C:11]1[CH:16]=[CH:15][C:14]([C:17](=O)[CH2:18][C:19](=O)[CH:20]([CH3:22])[CH3:21])=[CH:13][CH:12]=1.C(=O)(O)[O-].[Na+]. The catalyst is C(O)C.CC(C)=O.C(OCC)(=O)C. The product is [F:10][C:11]1[CH:16]=[CH:15][C:14]([C:17]2[CH:18]=[C:19]([CH:20]([CH3:22])[CH3:21])[N:9]=[C:7]([OH:8])[N:6]=2)=[CH:13][CH:12]=1. The yield is 0.640. (3) The reactants are I[C:2]1[CH:7]=[CH:6][C:5]([C:8]([N:10]2[CH2:15][CH2:14][O:13][CH2:12][CH2:11]2)=[O:9])=[CH:4][CH:3]=1.[F:16][C:17]([F:28])([F:27])[C:18]1[C:26]2[CH2:25][CH2:24][CH2:23][CH2:22][C:21]=2[NH:20][N:19]=1.CN(C)CC(O)=O.C(=O)([O-])[O-].[Cs+].[Cs+]. The catalyst is CS(C)=O.[Cu-]=O. The product is [N:10]1([C:8]([C:5]2[CH:6]=[CH:7][C:2]([N:20]3[C:21]4[CH2:22][CH2:23][CH2:24][CH2:25][C:26]=4[C:18]([C:17]([F:16])([F:28])[F:27])=[N:19]3)=[CH:3][CH:4]=2)=[O:9])[CH2:15][CH2:14][O:13][CH2:12][CH2:11]1. The yield is 0.820. (4) The reactants are [ClH:1].O1CCOC[CH2:3]1.C(OC([NH:15][C@H:16]1[CH2:24][O:23][C@H:19]([C:20]([OH:22])=[O:21])[CH2:18][CH2:17]1)=O)(C)(C)C. The catalyst is CO. The product is [ClH:1].[NH2:15][C@H:16]1[CH2:24][O:23][C@H:19]([C:20]([O:22][CH3:3])=[O:21])[CH2:18][CH2:17]1. The yield is 1.00. (5) The reactants are [CH2:1]([OH:13])[CH2:2][O:3][CH2:4][CH2:5][O:6][CH2:7][CH2:8][O:9][CH2:10][CH2:11][OH:12].[OH-].[Na+].[CH2:16](Cl)[C:17]1[CH:22]=[CH:21][CH:20]=[CH:19][CH:18]=1. The catalyst is [Na+].[Cl-]. The product is [CH2:16]([O:12][CH2:11][CH2:10][O:9][CH2:8][CH2:7][O:6][CH2:5][CH2:4][O:3][CH2:2][CH2:1][OH:13])[C:17]1[CH:22]=[CH:21][CH:20]=[CH:19][CH:18]=1. The yield is 0.710. (6) The reactants are I([O-])(=O)(=O)=O.[Na+].[I:7]I.C(OC(=O)C)(=O)C.S(=O)(=O)(O)O.[Cl:21][C:22]1[CH:27]=[CH:26][C:25]([CH2:28][CH3:29])=[CH:24][CH:23]=1.S([O-])([O-])=O.[Na+].[Na+].[OH-].[Na+].[Cl-].[Na+]. The catalyst is O.C(OCC)(=O)C.C(O)(=O)C. The product is [Cl:21][C:22]1[CH:27]=[CH:26][C:25]([CH2:28][CH3:29])=[C:24]([I:7])[CH:23]=1. The yield is 0.250. (7) The reactants are Br[C:2]1[C:11]([O:12][CH3:13])=[CH:10][CH:9]=[C:8]2[C:3]=1[CH:4]=[CH:5][C:6]([S:14][CH3:15])=[N:7]2.[C:16]([Cu])#[N:17].O. The catalyst is CN(C=O)C. The product is [C:16]([C:2]1[C:11]([O:12][CH3:13])=[CH:10][CH:9]=[C:8]2[C:3]=1[CH:4]=[CH:5][C:6]([S:14][CH3:15])=[N:7]2)#[N:17]. The yield is 0.870. (8) The reactants are [Si:1]([O:8][CH2:9][C@@H:10]1[CH:15]=[C:14]([C:16](=[O:20])[N:17]([CH3:19])[CH3:18])[C@H:13](O)[CH2:12][N:11]1[C:22]([O:24][C:25]([CH3:28])([CH3:27])[CH3:26])=[O:23])([C:4]([CH3:7])([CH3:6])[CH3:5])([CH3:3])[CH3:2].[CH2:29]([O:32][NH:33][S:34]([C:37]1[CH:42]=[CH:41][CH:40]=[CH:39][C:38]=1[N+:43]([O-:45])=[O:44])(=[O:36])=[O:35])[CH:30]=[CH2:31].C1(P(C2C=CC=CC=2)C2C=CC=CC=2)C=CC=CC=1.N(/C(OC(C)C)=O)=N\C(OC(C)C)=O. The catalyst is C1(C)C=CC=CC=1. The product is [CH2:29]([O:32][N:33]([C@H:13]1[CH2:12][N:11]([C:22]([O:24][C:25]([CH3:28])([CH3:27])[CH3:26])=[O:23])[C@H:10]([CH2:9][O:8][Si:1]([C:4]([CH3:6])([CH3:7])[CH3:5])([CH3:3])[CH3:2])[CH:15]=[C:14]1[C:16](=[O:20])[N:17]([CH3:19])[CH3:18])[S:34]([C:37]1[CH:42]=[CH:41][CH:40]=[CH:39][C:38]=1[N+:43]([O-:45])=[O:44])(=[O:36])=[O:35])[CH:30]=[CH2:31]. The yield is 0.820. (9) The reactants are [F:8][C:7]([F:10])([F:9])[C:6](O[C:6](=[O:11])[C:7]([F:10])([F:9])[F:8])=[O:11].[NH2:14][C@H:15]1[CH2:21][CH2:20][S:19][C@H:18]2[CH2:22][CH2:23][CH2:24][C@@H:25]([C:26]([O:28][CH3:29])=[O:27])[N:17]2[C:16]1=[O:30].CCN(C(C)C)C(C)C. The catalyst is C(Cl)Cl. The product is [O:30]=[C:16]1[C@@H:15]([NH:14][C:6](=[O:11])[C:7]([F:8])([F:9])[F:10])[CH2:21][CH2:20][S:19][C@H:18]2[CH2:22][CH2:23][CH2:24][C@@H:25]([C:26]([O:28][CH3:29])=[O:27])[N:17]12. The yield is 0.950.